This data is from Hepatocyte clearance measurements from AstraZeneca. The task is: Regression/Classification. Given a drug SMILES string, predict its absorption, distribution, metabolism, or excretion properties. Task type varies by dataset: regression for continuous measurements (e.g., permeability, clearance, half-life) or binary classification for categorical outcomes (e.g., BBB penetration, CYP inhibition). For this dataset (clearance_hepatocyte_az), we predict log10(clearance) (log10 of the in vitro intrinsic clearance, CLint, in uL/min per 10^6 hepatocytes; values are censored to the assay range of 3 to 150, which is 0.477 to 2.18 on this log10 scale). (1) The molecule is Cc1c(C(=O)Nc2ccccc2)sc2ncnc(O)c12. The log10(clearance) is 2.18. (2) The log10(clearance) is 2.02. The compound is CS(=O)(=O)Nc1ccc(CCOCCCS(=O)(=O)CCNCCc2ccc(O)c3nc(O)sc23)cc1. (3) The compound is NC1(c2ccc(-c3nc4ccccc4cc3-c3ccccc3)cc2)CCC1. The log10(clearance) is 1.13. (4) The compound is C[C@@H](C(=O)NS(C)(=O)=O)c1ccc(OS(=O)(=O)C(F)(F)F)cc1. The log10(clearance) is 0.480. (5) The compound is N#CCNC(=O)c1ccc(-c2ccnc(Nc3ccc(N4CCOCC4)cc3)n2)cc1. The log10(clearance) is 0.710. (6) The compound is CCC(CC)NC(=O)c1c(C)nn(-c2ccccc2)c1NS(=O)(=O)c1ccc(C)cc1. The log10(clearance) is 1.13. (7) The log10(clearance) is 2.18. The compound is O=C(Nc1nc2ccccc2n1CCN1CCOCC1)c1cccc([N+](=O)[O-])c1. (8) The log10(clearance) is 0.760. The molecule is Cn1c(=O)c2nc[nH]c2n(C)c1=O. (9) The compound is CCOC(=O)C1=C(C)NC2=C(C(=O)CC(C)(C)C2)C1c1ccc(-c2ccccc2)cc1. The log10(clearance) is 2.07.